Dataset: Reaction yield outcomes from USPTO patents with 853,638 reactions. Task: Predict the reaction yield, written as a fraction of the theoretical maximum amount of product (1.0 means a 100% yield; for example, 0.34 means a 34% yield). (1) The reactants are [CH:1]([C:3]1[CH:8]=[C:7]([F:9])[C:6]([O:10][C:11]2[CH:16]=[CH:15][C:14]([Cl:17])=[C:13]([C:18]([F:21])([F:20])[F:19])[CH:12]=2)=[C:5]([F:22])[CH:4]=1)=[CH2:2].B1C2CCCC1CCC2.[OH-:32].[Na+].OO. The catalyst is C1COCC1. The product is [Cl:17][C:14]1[CH:15]=[CH:16][C:11]([O:10][C:6]2[C:5]([F:22])=[CH:4][C:3]([CH2:1][CH2:2][OH:32])=[CH:8][C:7]=2[F:9])=[CH:12][C:13]=1[C:18]([F:19])([F:21])[F:20]. The yield is 0.920. (2) The reactants are [F:1][C:2]([F:35])([F:34])[C:3]1[CH:4]=[C:5]([C:13]([CH3:33])([CH3:32])[C:14]([N:16]([C:18]2[CH:19]=[N:20][C:21](Cl)=[CH:22][C:23]=2[C:24]2[CH:29]=[CH:28][CH:27]=[CH:26][C:25]=2[Cl:30])[CH3:17])=[O:15])[CH:6]=[C:7]([C:9]([F:12])([F:11])[F:10])[CH:8]=1.CS(C)=O.[CH2:40]([CH2:42][NH2:43])[OH:41]. The product is [F:11][C:9]([F:12])([F:10])[C:7]1[CH:6]=[C:5]([C:13]([CH3:32])([CH3:33])[C:14]([N:16]([C:18]2[CH:19]=[N:20][C:21]([NH:43][CH2:42][CH2:40][OH:41])=[CH:22][C:23]=2[C:24]2[CH:29]=[CH:28][CH:27]=[CH:26][C:25]=2[Cl:30])[CH3:17])=[O:15])[CH:4]=[C:3]([C:2]([F:1])([F:34])[F:35])[CH:8]=1. The yield is 0.930. The catalyst is C(OCC)(=O)C. (3) The yield is 0.740. The product is [C:7]([O:11][C:12]([NH:14][C@@:15]1([C:50]([O:52][C:53]([CH3:56])([CH3:55])[CH3:54])=[O:51])[C@H:20]([O:21][CH2:22][C:23]2[CH:28]=[CH:27][C:26]([Cl:29])=[C:25]([Cl:30])[CH:24]=2)[C@@H:19]([OH:31])[C@@H:18]2[C@H:16]1[C@H:17]2[C:43]([O:45][C:46]([CH3:48])([CH3:47])[CH3:49])=[O:44])=[O:13])([CH3:10])([CH3:8])[CH3:9]. The reactants are C(=O)([O-])[O-].[K+].[K+].[C:7]([O:11][C:12]([NH:14][C@@:15]1([C:50]([O:52][C:53]([CH3:56])([CH3:55])[CH3:54])=[O:51])[C@H:20]([O:21][CH2:22][C:23]2[CH:28]=[CH:27][C:26]([Cl:29])=[C:25]([Cl:30])[CH:24]=2)[C@@H:19]([O:31]C(C2C=CC([N+]([O-])=O)=CC=2)=O)[C@@H:18]2[C@H:16]1[C@H:17]2[C:43]([O:45][C:46]([CH3:49])([CH3:48])[CH3:47])=[O:44])=[O:13])([CH3:10])([CH3:9])[CH3:8].CO. The catalyst is C(OCC)(=O)C. (4) The reactants are [Cl:1][C:2]1[CH:7]=[CH:6][CH:5]=[C:4]([Cl:8])[C:3]=1[C:9]1[NH:10][C:11]2[C:16]([N:17]=1)=[C:15](O)[N:14]=[CH:13][N:12]=2.P(Br)(Br)([Br:21])=O. The catalyst is C(#N)C. The product is [Br:21][C:15]1[N:14]=[CH:13][N:12]=[C:11]2[C:16]=1[N:17]=[C:9]([C:3]1[C:2]([Cl:1])=[CH:7][CH:6]=[CH:5][C:4]=1[Cl:8])[NH:10]2. The yield is 0.570. (5) The reactants are [CH3:1][O:2][C:3]1[CH:4]=[C:5]2[C:10](=[CH:11][C:12]=1[O:13][CH3:14])[N:9]=[CH:8][CH:7]=[C:6]2[O:15][C:16]1[C:22]([CH3:23])=[CH:21][C:19]([NH2:20])=[C:18]([CH3:24])[CH:17]=1.[F:25][C:26]1[CH:31]=[C:30]([F:32])[CH:29]=[CH:28][C:27]=1[N:33]=[C:34]=[O:35]. The catalyst is C(Cl)(Cl)Cl. The product is [F:25][C:26]1[CH:31]=[C:30]([F:32])[CH:29]=[CH:28][C:27]=1[NH:33][C:34]([NH:20][C:19]1[CH:21]=[C:22]([CH3:23])[C:16]([O:15][C:6]2[C:5]3[C:10](=[CH:11][C:12]([O:13][CH3:14])=[C:3]([O:2][CH3:1])[CH:4]=3)[N:9]=[CH:8][CH:7]=2)=[CH:17][C:18]=1[CH3:24])=[O:35]. The yield is 0.970. (6) The reactants are Br[CH2:2][C:3]([O:5]C)=O.[C:7]([N:10]1[CH2:15][CH2:14][NH:13][CH2:12][CH2:11]1)(=[O:9])[CH3:8].C(=O)([O-])[O-].[K+].[K+].[NH2:22][NH2:23]. The catalyst is C(O)C. The product is [C:7]([N:10]1[CH2:15][CH2:14][N:13]([CH2:2][C:3]([NH:22][NH2:23])=[O:5])[CH2:12][CH2:11]1)(=[O:9])[CH3:8]. The yield is 0.800.